From a dataset of Forward reaction prediction with 1.9M reactions from USPTO patents (1976-2016). Predict the product of the given reaction. (1) Given the reactants Br[C:2]1[CH:3]=[C:4]([CH:9]=[C:10]([C:12]([F:15])([F:14])[F:13])[CH:11]=1)[C:5]([O:7][CH3:8])=[O:6].[CH3:16][N:17](C=O)C, predict the reaction product. The product is: [C:16]([C:2]1[CH:3]=[C:4]([CH:9]=[C:10]([C:12]([F:15])([F:14])[F:13])[CH:11]=1)[C:5]([O:7][CH3:8])=[O:6])#[N:17]. (2) Given the reactants [Br:1][C:2]1[C:3]([C:7]2[CH:12]=[CH:11][C:10]([F:13])=[CH:9][CH:8]=2)=[N:4][NH:5][CH:6]=1.[H-].[Na+].Br[CH2:17][CH2:18][O:19][CH3:20].C(O)(=O)C, predict the reaction product. The product is: [Br:1][C:2]1[C:3]([C:7]2[CH:8]=[CH:9][C:10]([F:13])=[CH:11][CH:12]=2)=[N:4][N:5]([CH2:17][CH2:18][O:19][CH3:20])[CH:6]=1.[Br:1][C:2]1[CH:6]=[N:5][N:4]([CH2:17][CH2:18][O:19][CH3:20])[C:3]=1[C:7]1[CH:8]=[CH:9][C:10]([F:13])=[CH:11][CH:12]=1.